This data is from Reaction yield outcomes from USPTO patents with 853,638 reactions. The task is: Predict the reaction yield, written as a fraction of the theoretical maximum amount of product (1.0 means a 100% yield; for example, 0.34 means a 34% yield). (1) The reactants are O[CH2:2][CH2:3][CH2:4][C:5]1[CH:10]=[CH:9][C:8]([OH:11])=[CH:7][C:6]=1[OH:12].C1C=CC(P(C2C=CC=CC=2)C2C=CC=CC=2)=CC=1.C1CCN(C(N=NC(N2CCCCC2)=O)=O)CC1. The catalyst is C1COCC1. The product is [O:12]1[C:6]2[C:5](=[CH:10][CH:9]=[C:8]([OH:11])[CH:7]=2)[CH2:4][CH2:3][CH2:2]1. The yield is 0.605. (2) The reactants are [CH3:1][O:2][C:3]1[CH:4]=[C:5]([Mg]Br)[CH:6]=[C:7]([O:11][CH3:12])[C:8]=1[O:9][CH3:10].COCN[C:19]([C:21]1[N:22]=[C:23]([C:26]2[CH:31]=[CH:30][CH:29]=[CH:28][CH:27]=2)[S:24][CH:25]=1)=[O:20]. The catalyst is C1COCC1. The product is [C:26]1([C:23]2[S:24][CH:25]=[C:21]([C:19]([C:5]3[CH:4]=[C:3]([O:2][CH3:1])[C:8]([O:9][CH3:10])=[C:7]([O:11][CH3:12])[CH:6]=3)=[O:20])[N:22]=2)[CH:27]=[CH:28][CH:29]=[CH:30][CH:31]=1. The yield is 0.273. (3) The reactants are [CH:1]1([O:5][C:6]2[C:14]([CH3:15])=[CH:13][CH:12]=[CH:11][C:7]=2[C:8]([OH:10])=O)[CH2:4][CH2:3][CH2:2]1.[CH2:16]([O:18][C:19](=[O:31])[CH2:20][C:21]1([NH2:30])[CH2:29][C:28]2[C:23](=[CH:24][CH:25]=[CH:26][CH:27]=2)[CH2:22]1)[CH3:17].CN(C(ON1N=NC2C=CC=NC1=2)=[N+](C)C)C.F[P-](F)(F)(F)(F)F.C(N(C(C)C)CC)(C)C. The catalyst is CN(C=O)C. The product is [CH2:16]([O:18][C:19](=[O:31])[CH2:20][C:21]1([NH:30][C:8](=[O:10])[C:7]2[CH:11]=[CH:12][CH:13]=[C:14]([CH3:15])[C:6]=2[O:5][CH:1]2[CH2:2][CH2:3][CH2:4]2)[CH2:29][C:28]2[C:23](=[CH:24][CH:25]=[CH:26][CH:27]=2)[CH2:22]1)[CH3:17]. The yield is 0.960. (4) The reactants are [CH2:1]([O:8][C:9]1[CH:17]=[CH:16][CH:15]=[C:14]2[C:10]=1[CH:11]=[CH:12][NH:13]2)[C:2]1[CH:7]=[CH:6][CH:5]=[CH:4][CH:3]=1.[OH-].[Na+].[F:20][C:21]1[CH:26]=[CH:25][CH:24]=[CH:23][C:22]=1[S:27](Cl)(=[O:29])=[O:28]. The catalyst is S([O-])(O)(=O)=O.C([N+](CCCC)(CCCC)CCCC)CCC.ClCCl. The product is [CH2:1]([O:8][C:9]1[CH:17]=[CH:16][CH:15]=[C:14]2[C:10]=1[CH:11]=[CH:12][N:13]2[S:27]([C:22]1[CH:23]=[CH:24][CH:25]=[CH:26][C:21]=1[F:20])(=[O:29])=[O:28])[C:2]1[CH:3]=[CH:4][CH:5]=[CH:6][CH:7]=1. The yield is 0.910. (5) The reactants are [C:1]([O:4][C@H:5]1[O:18][C@H:17]([CH2:19][O:20][C:21](=[O:23])[CH3:22])[C@@H:12]([O:13][C:14](=[O:16])[CH3:15])[C@H:7]([O:8][C:9](=[O:11])[CH3:10])[C@H:6]1[N:24]=[N+]=[N-])(=[O:3])[CH3:2]. The catalyst is CCOC(C)=O.[Pd]. The product is [C:1]([O:4][C@H:5]1[O:18][C@H:17]([CH2:19][O:20][C:21](=[O:23])[CH3:22])[C@@H:12]([O:13][C:14](=[O:16])[CH3:15])[C@H:7]([O:8][C:9](=[O:11])[CH3:10])[C@H:6]1[NH2:24])(=[O:3])[CH3:2]. The yield is 1.00. (6) The yield is 0.850. The reactants are C([O:3][C:4]([C:6]1[C:7]([S:17][CH3:18])=[N:8][C:9]2[C:14]([C:15]=1[OH:16])=[CH:13][CH:12]=[CH:11][CH:10]=2)=[O:5])C.Cl. The product is [CH3:18][S:17][C:7]1[NH:8][C:9]2[C:14]([C:15](=[O:16])[C:6]=1[C:4]([OH:5])=[O:3])=[CH:13][CH:12]=[CH:11][CH:10]=2. The catalyst is [OH-].[Na+]. (7) The reactants are [Cl:1][C:2]1[CH:3]=[C:4]([C:8]2[CH:9]=[C:10]([CH2:16][N:17]3[CH:21]=[C:20]([C:22]([O:24]CC)=[O:23])[CH:19]=[N:18]3)[CH:11]=[N:12][C:13]=2[O:14][CH3:15])[CH:5]=[CH:6][CH:7]=1.[OH-].[Li+]. The catalyst is C1COCC1.CO. The product is [Cl:1][C:2]1[CH:3]=[C:4]([C:8]2[CH:9]=[C:10]([CH2:16][N:17]3[CH:21]=[C:20]([C:22]([OH:24])=[O:23])[CH:19]=[N:18]3)[CH:11]=[N:12][C:13]=2[O:14][CH3:15])[CH:5]=[CH:6][CH:7]=1. The yield is 0.870.